From a dataset of Catalyst prediction with 721,799 reactions and 888 catalyst types from USPTO. Predict which catalyst facilitates the given reaction. (1) Reactant: Br[C:2]1[CH:3]=[C:4]2[C:9](=[CH:10][CH:11]=1)[C:8](=[O:12])[NH:7][N:6]=[C:5]2[Cl:13].[F:14][C:15]1[CH:22]=[CH:21][C:20]([C:23]([F:26])([F:25])[F:24])=[CH:19][C:16]=1[CH2:17][NH2:18].C1C=CC(P(C2C(C3C(P(C4C=CC=CC=4)C4C=CC=CC=4)=CC=C4C=3C=CC=C4)=C3C(C=CC=C3)=CC=2)C2C=CC=CC=2)=CC=1.CC([O-])(C)C.[Na+]. Product: [Cl:13][C:5]1[C:4]2[C:9](=[CH:10][CH:11]=[C:2]([NH:18][CH2:17][C:16]3[CH:19]=[C:20]([C:23]([F:24])([F:25])[F:26])[CH:21]=[CH:22][C:15]=3[F:14])[CH:3]=2)[C:8](=[O:12])[NH:7][N:6]=1. The catalyst class is: 686. (2) Reactant: O1CCCC1.B.[Cl:7][C:8]1[CH:9]=[C:10]([C:18](O)=[O:19])[C:11](=[CH:15][C:16]=1[Cl:17])[C:12](O)=[O:13]. Product: [Cl:7][C:8]1[C:16]([Cl:17])=[CH:15][C:11]([CH2:12][OH:13])=[C:10]([CH2:18][OH:19])[CH:9]=1. The catalyst class is: 7. (3) Reactant: [Br-].[C:2]([NH:5][C:6]1[S:7][CH:8]=[C:9]([CH2:11][P+](C2C=CC=CC=2)(C2C=CC=CC=2)C2C=CC=CC=2)[N:10]=1)(=[O:4])[CH3:3].CC(C)([O-])C.[K+].[O:37]1[CH2:41][CH2:40][O:39][CH:38]1[C:42]1[CH:43]=[C:44]([CH:51]=O)[S:45][C:46]=1[Si:47]([CH3:50])([CH3:49])[CH3:48].Cl. Product: [O:37]1[CH2:41][CH2:40][O:39][CH:38]1[C:42]1[CH:43]=[C:44]([CH:51]=[CH:11][C:9]2[N:10]=[C:6]([NH:5][C:2](=[O:4])[CH3:3])[S:7][CH:8]=2)[S:45][C:46]=1[Si:47]([CH3:50])([CH3:49])[CH3:48]. The catalyst class is: 35. (4) Reactant: [CH2:1]([C:9]1[CH:14]=[CH:13][C:12]([NH:15][C:16](=[O:25])[NH:17][CH2:18][CH2:19][C:20]([O:22][CH2:23][CH3:24])=[O:21])=[CH:11][CH:10]=1)[CH2:2][CH2:3][CH2:4][CH2:5][CH2:6][CH2:7][CH3:8].Br[CH2:27][CH2:28]Br. Product: [CH2:1]([C:9]1[CH:10]=[CH:11][C:12]([N:15]2[CH2:28][CH2:27][N:17]([CH2:18][CH2:19][C:20]([O:22][CH2:23][CH3:24])=[O:21])[C:16]2=[O:25])=[CH:13][CH:14]=1)[CH2:2][CH2:3][CH2:4][CH2:5][CH2:6][CH2:7][CH3:8]. The catalyst class is: 3.